From a dataset of Full USPTO retrosynthesis dataset with 1.9M reactions from patents (1976-2016). Predict the reactants needed to synthesize the given product. (1) Given the product [C:45]1([C:42]2[S:41][C:40]([NH:18][C:19]3[CH:38]=[CH:37][C:22]([O:23][C:24]4[C:29]([C:30]5[CH:35]=[CH:34][N:33]=[C:32]([NH2:36])[N:31]=5)=[CH:28][CH:27]=[CH:26][N:25]=4)=[CH:21][CH:20]=3)=[N:44][N:43]=2)[CH:46]=[CH:47][CH:48]=[CH:49][CH:50]=1, predict the reactants needed to synthesize it. The reactants are: C1(C)C=CC(S([O-])(=O)=O)=CC=1.[NH+]1C=CC=CC=1.[NH2:18][C:19]1[CH:38]=[CH:37][C:22]([O:23][C:24]2[C:29]([C:30]3[CH:35]=[CH:34][N:33]=[C:32]([NH2:36])[N:31]=3)=[CH:28][CH:27]=[CH:26][N:25]=2)=[CH:21][CH:20]=1.Cl[C:40]1[S:41][C:42]([C:45]2[CH:50]=[CH:49][CH:48]=[CH:47][CH:46]=2)=[N:43][N:44]=1. (2) Given the product [CH2:15]([C@H:14]1[N:11]([C:8]2[CH:9]=[CH:10][C:5]([C:4]([F:30])([F:29])[F:3])=[CH:6][CH:7]=2)[C:12](=[O:28])[CH2:13]1)[CH3:16], predict the reactants needed to synthesize it. The reactants are: [H-].[Na+].[F:3][C:4]([F:30])([F:29])[C:5]1[CH:10]=[CH:9][C:8]([NH:11][C:12](=[O:28])[CH2:13][C@@H:14](OS(C2C=CC(C)=CC=2)(=O)=O)[CH2:15][CH3:16])=[CH:7][CH:6]=1.O. (3) Given the product [Br:1][C:2]1[CH:6]=[C:5]([CH:7]2[CH2:12][C:11]([CH3:27])([S:13]([C:16]3[CH:21]=[CH:20][CH:19]=[C:18]([C:22]([F:25])([F:23])[F:24])[CH:17]=3)(=[O:15])=[O:14])[CH2:10][CH2:9][O:8]2)[N:4]([CH3:26])[N:3]=1, predict the reactants needed to synthesize it. The reactants are: [Br:1][C:2]1[CH:6]=[C:5]([CH:7]2[CH2:12][CH:11]([S:13]([C:16]3[CH:21]=[CH:20][CH:19]=[C:18]([C:22]([F:25])([F:24])[F:23])[CH:17]=3)(=[O:15])=[O:14])[CH2:10][CH2:9][O:8]2)[N:4]([CH3:26])[N:3]=1.[CH3:27]C([O-])(C)C.[K+].